From a dataset of Catalyst prediction with 721,799 reactions and 888 catalyst types from USPTO. Predict which catalyst facilitates the given reaction. Reactant: [C:1]([O:5][C:6](=[O:36])[NH:7][C:8]1([C:12]2[CH:17]=[CH:16][C:15]([C:18]3[C:23](=[O:24])[C:22]4[CH:25]=[CH:26][C:27]([NH2:29])=[CH:28][C:21]=4[O:20][C:19]=3[C:30]3[CH:35]=[CH:34][CH:33]=[CH:32][CH:31]=3)=[CH:14][CH:13]=2)[CH2:11][CH2:10][CH2:9]1)([CH3:4])([CH3:3])[CH3:2].[Br:37]N1C(=O)CCC1=O.O. Product: [C:1]([O:5][C:6](=[O:36])[NH:7][C:8]1([C:12]2[CH:13]=[CH:14][C:15]([C:18]3[C:23](=[O:24])[C:22]4[C:21](=[CH:28][C:27]([NH2:29])=[C:26]([Br:37])[CH:25]=4)[O:20][C:19]=3[C:30]3[CH:31]=[CH:32][CH:33]=[CH:34][CH:35]=3)=[CH:16][CH:17]=2)[CH2:11][CH2:10][CH2:9]1)([CH3:4])([CH3:2])[CH3:3]. The catalyst class is: 22.